Dataset: Forward reaction prediction with 1.9M reactions from USPTO patents (1976-2016). Task: Predict the product of the given reaction. (1) Given the reactants [CH3:1][S:2]([N:5]1[CH2:10][CH2:9][CH2:8][C@H:7]([NH:11][C:12]2[C:17]([C:18]3[N:19]=[C:20]4[CH:26]=[CH:25][N:24]([CH2:27][O:28][CH2:29][CH2:30][Si:31]([CH3:34])([CH3:33])[CH3:32])[C:21]4=[N:22][CH:23]=3)=[CH:16][N:15]=[C:14]([S:35]([CH3:38])(=[O:37])=[O:36])[N:13]=2)[CH2:6]1)(=[O:4])=[O:3].[I:39]N1C(=O)CCC1=O, predict the reaction product. The product is: [I:39][C:26]1[C:20]2[C:21](=[N:22][CH:23]=[C:18]([C:17]3[C:12]([NH:11][C@H:7]4[CH2:8][CH2:9][CH2:10][N:5]([S:2]([CH3:1])(=[O:3])=[O:4])[CH2:6]4)=[N:13][C:14]([S:35]([CH3:38])(=[O:36])=[O:37])=[N:15][CH:16]=3)[N:19]=2)[N:24]([CH2:27][O:28][CH2:29][CH2:30][Si:31]([CH3:33])([CH3:34])[CH3:32])[CH:25]=1. (2) Given the reactants Cl.[CH2:2]1[CH:6]2[CH2:7][CH2:8][CH2:9][CH:5]2[CH2:4][NH:3]1.[OH-].[Na+].[C-:12]#[N:13].[Na+], predict the reaction product. The product is: [CH:2]1([C:12]#[N:13])[CH:6]2[CH2:7][CH2:8][CH2:9][CH:5]2[CH2:4][NH:3]1. (3) Given the reactants COC1C=CC(C[O:8][C:9]2[CH:10]=[CH:11][C:12]3[N:13]([CH:15]=[C:16]([NH:18][C:19]([CH:21]4[CH2:23][CH2:22]4)=[O:20])[N:17]=3)[CH:14]=2)=CC=1.C1(OC)C=CC=CC=1.FC(F)(F)C(O)=O.C(=O)([O-])O.[Na+], predict the reaction product. The product is: [OH:8][C:9]1[CH:10]=[CH:11][C:12]2[N:13]([CH:15]=[C:16]([NH:18][C:19]([CH:21]3[CH2:22][CH2:23]3)=[O:20])[N:17]=2)[CH:14]=1. (4) Given the reactants Cl[C:2]1[N:7]=[CH:6][C:5]([CH2:8][OH:9])=[CH:4][CH:3]=1.[CH3:10][N:11]1[CH:15]=[C:14](B2OC(C)(C)C(C)(C)O2)[CH:13]=[N:12]1.C(=O)([O-])[O-].[Na+].[Na+].C(OCC)(=O)C, predict the reaction product. The product is: [CH3:10][N:11]1[CH:15]=[C:14]([C:2]2[N:7]=[CH:6][C:5]([CH2:8][OH:9])=[CH:4][CH:3]=2)[CH:13]=[N:12]1. (5) Given the reactants [CH3:1][CH:2]1[CH2:7][CH2:6][CH2:5][CH2:4][CH:3]1[NH2:8].Cl[C:10](OC1C=CC([N+]([O-])=O)=CC=1)=[O:11].C(N(C(C)C)CC)(C)C.[Cl:31][C:32]1[CH:41]=[C:40]2[C:35]([C:36]([N:42]3[CH2:47][CH2:46][NH:45][CH2:44][CH2:43]3)=[CH:37][CH:38]=[N:39]2)=[CH:34][CH:33]=1, predict the reaction product. The product is: [Cl:31][C:32]1[CH:41]=[C:40]2[C:35]([C:36]([N:42]3[CH2:47][CH2:46][N:45]([C:10]([NH:8][CH:3]4[CH2:4][CH2:5][CH2:6][CH2:7][CH:2]4[CH3:1])=[O:11])[CH2:44][CH2:43]3)=[CH:37][CH:38]=[N:39]2)=[CH:34][CH:33]=1. (6) Given the reactants [OH-].[K+].Br[CH:4]([CH3:22])[C:5]([C:7]1[CH:12]=[C:11]([C:13]([CH3:16])([CH3:15])[CH3:14])[C:10]([OH:17])=[C:9]([C:18]([CH3:21])([CH3:20])[CH3:19])[CH:8]=1)=[O:6].Cl.O.[CH2:25]([OH:27])[CH3:26], predict the reaction product. The product is: [C:18]([C:9]1[CH:8]=[C:7]([C:5](=[O:6])[CH:4]([O:27][CH2:25][CH3:26])[CH3:22])[CH:12]=[C:11]([C:13]([CH3:16])([CH3:15])[CH3:14])[C:10]=1[OH:17])([CH3:21])([CH3:20])[CH3:19]. (7) Given the reactants [CH2:1]([O:5][CH:6]1[C:15]2[C:10](=[CH:11][CH:12]=[CH:13][CH:14]=2)[C:9](=[O:16])[N:8]([CH2:17][CH:18]([CH3:20])[CH3:19])[C:7]1(/C=C/C(N)=O)[CH2:21][NH:22]C(OC(C)(C)C)=O)[CH2:2][CH2:3][CH3:4].[ClH:35], predict the reaction product. The product is: [ClH:35].[NH2:22][CH2:21][C:7]1[N:8]([CH2:17][CH:18]([CH3:20])[CH3:19])[C:9](=[O:16])[C:10]2[C:15]([C:6]=1[O:5][CH2:1][CH2:2][CH2:3][CH3:4])=[CH:14][C:13](/[CH:11]=[CH:10]/[C:9]([NH2:8])=[O:16])=[CH:12][CH:11]=2. (8) Given the reactants [CH2:1]([O:3][C:4]([CH:6]1[CH2:11][CH2:10][CH2:9][N:8]([C:12]2[CH2:26][C:15]3([CH2:18][N:17](C(OC(C)(C)C)=O)[CH2:16]3)[O:14][N:13]=2)[CH2:7]1)=[O:5])[CH3:2].[CH2:27]([O:29][C:30]1[CH:35]=[C:34]([CH:36]=O)[CH:33]=[C:32]([O:38][CH2:39][CH3:40])[C:31]=1[C:41]1[CH:46]=[CH:45][C:44]([F:47])=[CH:43][CH:42]=1)[CH3:28], predict the reaction product. The product is: [CH2:27]([O:29][C:30]1[CH:35]=[C:34]([CH2:36][N:17]2[CH2:18][C:15]3([CH2:26][C:12]([N:8]4[CH2:9][CH2:10][CH2:11][CH:6]([C:4]([O:3][CH2:1][CH3:2])=[O:5])[CH2:7]4)=[N:13][O:14]3)[CH2:16]2)[CH:33]=[C:32]([O:38][CH2:39][CH3:40])[C:31]=1[C:41]1[CH:42]=[CH:43][C:44]([F:47])=[CH:45][CH:46]=1)[CH3:28]. (9) Given the reactants [CH3:1][O:2][C:3](=[O:15])[CH2:4][O:5]C1C=C2C(C=CN2)=CC=1.COC(=O)CO[C:21]1[CH:22]=[C:23]2[C:27](=[CH:28][CH:29]=1)[N:26]([C:30](=[O:32])[NH2:31])[CH:25]=[C:24]2[N:33]=[C:34]=[O:35], predict the reaction product. The product is: [CH3:1][O:2][C:3](=[O:15])[CH2:4][O:5][C:29]1[CH:28]=[C:27]2[C:23]([C:24]([N:33]=[C:34]=[O:35])=[CH:25][N:26]2[C:30](=[O:32])[NH2:31])=[CH:22][CH:21]=1. (10) Given the reactants Br[C:2]1[CH:3]=[C:4]([C:9]2[N:13]([C:14]3[CH:19]=[CH:18][CH:17]=[CH:16][CH:15]=3)[C:12]3[CH:20]=[CH:21][CH:22]=[CH:23][C:11]=3[N:10]=2)[CH:5]=[C:6]([Br:8])[CH:7]=1.[N:24]1[CH:29]=[CH:28][CH:27]=[C:26](B(O)O)[CH:25]=1.C(=O)([O-])[O-].[K+].[K+], predict the reaction product. The product is: [Br:8][C:6]1[CH:5]=[C:4]([C:9]2[N:13]([C:14]3[CH:15]=[CH:16][CH:17]=[CH:18][CH:19]=3)[C:12]3[CH:20]=[CH:21][CH:22]=[CH:23][C:11]=3[N:10]=2)[CH:3]=[C:2]([C:26]2[CH:25]=[N:24][CH:29]=[CH:28][CH:27]=2)[CH:7]=1.